Dataset: Reaction yield outcomes from USPTO patents with 853,638 reactions. Task: Predict the reaction yield, written as a fraction of the theoretical maximum amount of product (1.0 means a 100% yield; for example, 0.34 means a 34% yield). (1) The product is [O:1]([C:8]1[C:13]([NH:14][CH2:18][C:17]2[CH:20]=[CH:21][CH:22]=[CH:23][C:16]=2[OH:15])=[CH:12][CH:11]=[CH:10][N:9]=1)[C:2]1[CH:7]=[CH:6][CH:5]=[CH:4][CH:3]=1. The reactants are [O:1]([C:8]1[C:13]([NH2:14])=[CH:12][CH:11]=[CH:10][N:9]=1)[C:2]1[CH:7]=[CH:6][CH:5]=[CH:4][CH:3]=1.[OH:15][C:16]1[CH:23]=[CH:22][CH:21]=[CH:20][C:17]=1[CH:18]=O.C1(C)C=CC=CC=1.[BH4-].[Na+]. The catalyst is CO.C(O)=O. The yield is 0.900. (2) The reactants are C[Si]([N-][Si](C)(C)C)(C)C.[Li+].[F:11][CH:12]([F:27])[C:13]1[CH:17]=[CH:16][NH:15][C:14]=1[C:18]([NH:20][C:21]1[CH:26]=[CH:25][CH:24]=[CH:23][CH:22]=1)=[O:19].C1(P(C2C=CC=CC=2)(=O)[NH2:35])C=CC=CC=1.O. The catalyst is CN(C=O)C. The product is [NH2:35][N:15]1[CH:16]=[CH:17][C:13]([CH:12]([F:11])[F:27])=[C:14]1[C:18]([NH:20][C:21]1[CH:22]=[CH:23][CH:24]=[CH:25][CH:26]=1)=[O:19]. The yield is 0.380. (3) The reactants are [Cl:1][C:2]1[CH:12]=[C:11]([NH:13][C@@H:14]2[CH2:18][CH2:17][CH2:16][C@H:15]2[OH:19])[C:5]([C:6]([O:8]CC)=[O:7])=[CH:4][N:3]=1.[Li+].[OH-]. The catalyst is C1COCC1.CO.O. The product is [Cl:1][C:2]1[CH:12]=[C:11]([NH:13][C@@H:14]2[CH2:18][CH2:17][CH2:16][C@H:15]2[OH:19])[C:5]([C:6]([OH:8])=[O:7])=[CH:4][N:3]=1. The yield is 0.810. (4) The catalyst is C(#N)C. The product is [Br:29][C:18]1[C:13]2[O:12][CH2:11][CH:10]([C:7]3[CH:6]=[CH:5][C:4]([CH:1]([CH3:2])[CH3:3])=[CH:9][CH:8]=3)[C:14]=2[C:15]([CH3:28])=[C:16]([NH:20][C:21](=[O:27])[CH2:22][C:23]([CH3:26])([CH3:25])[CH3:24])[C:17]=1[CH3:19]. The yield is 0.910. The reactants are [CH:1]([C:4]1[CH:9]=[CH:8][C:7]([CH:10]2[C:14]3[C:15]([CH3:28])=[C:16]([NH:20][C:21](=[O:27])[CH2:22][C:23]([CH3:26])([CH3:25])[CH3:24])[C:17]([CH3:19])=[CH:18][C:13]=3[O:12][CH2:11]2)=[CH:6][CH:5]=1)([CH3:3])[CH3:2].[Br:29]N1C(=O)CCC1=O.O.